Dataset: hERG potassium channel inhibition data for cardiac toxicity prediction from Karim et al.. Task: Regression/Classification. Given a drug SMILES string, predict its toxicity properties. Task type varies by dataset: regression for continuous values (e.g., LD50, hERG inhibition percentage) or binary classification for toxic/non-toxic outcomes (e.g., AMES mutagenicity, cardiotoxicity, hepatotoxicity). Dataset: herg_karim. (1) The result is 1 (blocker). The molecule is CC(C)[C@]1(C(=O)NCc2cc(C(F)(F)F)cc(C(F)(F)F)c2)CC[C@@H](N2CCC(c3cccc(F)c3)CC2)C1. (2) The compound is O=C1NCCN1CC[NH+]1CCC(c2cn(-c3ccc(F)cc3)c3ccccc23)CC1. The result is 0 (non-blocker). (3) The molecule is CN1CCCCC1c1c(-c2ccccc2)[nH]c2ccccc12. The result is 1 (blocker). (4) The drug is O=C(Nc1ccc(-c2nnc(NCCCN3CCCCC3)o2)cc1)c1ccccc1. The result is 0 (non-blocker). (5) The molecule is CS(=O)(=O)Nc1ccc(CCN(CCOc2ccc(NS(C)(=O)=O)cc2)c2ccc([N+](=O)[O-])c3nonc23)cc1. The result is 1 (blocker). (6) The compound is COc1cccc2c1nc(N)n1nc(CN3CCN(c4nsnc4Cl)C[C@H]3C)nc21. The result is 0 (non-blocker). (7) The result is 1 (blocker). The drug is COc1cc(Nc2nn3c(NC[C@@H](C)N)cc(C)nc3c2C(N)=O)cc(OC)c1.